This data is from Peptide-MHC class II binding affinity with 134,281 pairs from IEDB. The task is: Regression. Given a peptide amino acid sequence and an MHC pseudo amino acid sequence, predict their binding affinity value. This is MHC class II binding data. (1) The peptide sequence is PGDSLAEVELRQHGS. The MHC is DRB3_0101 with pseudo-sequence DRB3_0101. The binding affinity (normalized) is 0.166. (2) The peptide sequence is TYDKGILTVSVAVSE. The MHC is HLA-DQA10501-DQB10301 with pseudo-sequence HLA-DQA10501-DQB10301. The binding affinity (normalized) is 0.378. (3) The peptide sequence is IITFKDKTDIHRLEP. The MHC is DRB3_0101 with pseudo-sequence DRB3_0101. The binding affinity (normalized) is 0.281. (4) The peptide sequence is ATSLDTMAQMNQAFR. The MHC is HLA-DQA10301-DQB10302 with pseudo-sequence HLA-DQA10301-DQB10302. The binding affinity (normalized) is 0.304. (5) The peptide sequence is FSSAGGFFTSVGKGI. The MHC is HLA-DQA10501-DQB10303 with pseudo-sequence HLA-DQA10501-DQB10303. The binding affinity (normalized) is 0.558. (6) The peptide sequence is VASRKASNTILPLMA. The MHC is HLA-DQA10201-DQB10301 with pseudo-sequence HLA-DQA10201-DQB10301. The binding affinity (normalized) is 0. (7) The peptide sequence is NLIDTKCYKLEHP. The MHC is DRB1_0701 with pseudo-sequence DRB1_0701. The binding affinity (normalized) is 0.196.